This data is from Forward reaction prediction with 1.9M reactions from USPTO patents (1976-2016). The task is: Predict the product of the given reaction. (1) Given the reactants C([O:3][C:4](=[O:33])[C:5]([CH3:32])([O:7][C:8]1[CH:13]=[CH:12][C:11]([O:14][CH2:15][CH2:16][CH2:17][N:18]2[C:23](=[O:24])[C:22]3[N:25]([CH3:31])[N:26]=[C:27]([CH2:28][CH2:29][CH3:30])[C:21]=3[N:20]=[CH:19]2)=[CH:10][CH:9]=1)[CH3:6])C.C(=O)([O-])[O-].[Na+].[Na+], predict the reaction product. The product is: [CH3:32][C:5]([O:7][C:8]1[CH:13]=[CH:12][C:11]([O:14][CH2:15][CH2:16][CH2:17][N:18]2[C:23](=[O:24])[C:22]3[N:25]([CH3:31])[N:26]=[C:27]([CH2:28][CH2:29][CH3:30])[C:21]=3[N:20]=[CH:19]2)=[CH:10][CH:9]=1)([CH3:6])[C:4]([OH:33])=[O:3]. (2) Given the reactants [H-].[Na+].[CH:3]1([OH:7])[CH2:6][CH2:5][CH2:4]1.Cl[C:9]1[C:14]([Cl:15])=[CH:13][CH:12]=[CH:11][N:10]=1.O, predict the reaction product. The product is: [Cl:15][C:14]1[C:9]([O:7][CH:3]2[CH2:6][CH2:5][CH2:4]2)=[N:10][CH:11]=[CH:12][CH:13]=1. (3) Given the reactants [C:1]([O:5][C:6]([N:8]1[CH2:13][CH2:12][N:11]([CH2:14][C:15]2[N:16]=[C:17]3[N:21]([CH:22]=2)[C:20]([C:23]2[CH:28]=[CH:27][CH:26]=[CH:25][C:24]=2[N+:29]([O-])=O)=[CH:19][S:18]3)[CH2:10][CH2:9]1)=[O:7])([CH3:4])([CH3:3])[CH3:2].CO.O.[SH-].[Na+], predict the reaction product. The product is: [C:1]([O:5][C:6]([N:8]1[CH2:9][CH2:10][N:11]([CH2:14][C:15]2[N:16]=[C:17]3[N:21]([CH:22]=2)[C:20]([C:23]2[CH:28]=[CH:27][CH:26]=[CH:25][C:24]=2[NH2:29])=[CH:19][S:18]3)[CH2:12][CH2:13]1)=[O:7])([CH3:4])([CH3:2])[CH3:3].